This data is from Catalyst prediction with 721,799 reactions and 888 catalyst types from USPTO. The task is: Predict which catalyst facilitates the given reaction. (1) Reactant: F[C:2]1[CH:7]=[C:6]([O:8][CH2:9][CH2:10][CH2:11][N:12]([CH2:15][CH3:16])[CH2:13][CH3:14])[CH:5]=[CH:4][C:3]=1[N+:17]([O-:19])=[O:18].[CH2:20]([N:22]([CH2:27][CH3:28])[CH2:23][CH2:24][CH2:25][NH2:26])[CH3:21]. Product: [CH2:20]([N:22]([CH2:27][CH3:28])[CH2:23][CH2:24][CH2:25][NH:26][C:2]1[CH:7]=[C:6]([O:8][CH2:9][CH2:10][CH2:11][N:12]([CH2:15][CH3:16])[CH2:13][CH3:14])[CH:5]=[CH:4][C:3]=1[N+:17]([O-:19])=[O:18])[CH3:21]. The catalyst class is: 1. (2) Reactant: [CH2:1]([NH:5][C:6]1[CH:11]=[CH:10][NH:9][C:8](=[S:12])[C:7]=1[C:13]#[N:14])[CH:2]([CH3:4])[CH3:3].[OH-].[Na+].Cl[CH2:18][C:19]([NH2:21])=[O:20].O. Product: [NH2:14][C:13]1[C:7]2[C:8](=[N:9][CH:10]=[CH:11][C:6]=2[NH:5][CH2:1][CH:2]([CH3:4])[CH3:3])[S:12][C:18]=1[C:19]([NH2:21])=[O:20]. The catalyst class is: 9. (3) Reactant: [Br:1][C:2]1[CH:7]=[CH:6][C:5]([OH:8])=[CH:4][CH:3]=1.[F:9][C:10]1[CH:15]=[CH:14][CH:13]=[C:12]([F:16])[C:11]=1B(O)O.O=O. Product: [Br:1][C:2]1[CH:7]=[CH:6][C:5]([O:8][C:11]2[C:10]([F:9])=[CH:15][CH:14]=[CH:13][C:12]=2[F:16])=[CH:4][CH:3]=1. The catalyst class is: 2. (4) Reactant: O1[CH2:5][CH2:4][CH2:3][CH2:2]1.C[CH2:7][CH2:8][CH2:9][CH2:10][CH3:11].[CH2:12]([Li])[CH2:13]CC. Product: [CH:2]1([CH2:12][CH3:13])[C:7]2[C:5](=[CH:11][CH:10]=[CH:9][CH:8]=2)[CH:4]=[CH:3]1. The catalyst class is: 6. (5) Reactant: [NH2:1][C:2]1[C:3]([Br:13])=[C:4]([CH:9]=[C:10]([Cl:12])[CH:11]=1)[C:5]([O:7][CH3:8])=[O:6].[O:14]1[CH2:19][CH2:18][C:17](=O)[CH2:16][CH2:15]1.C(O)(=O)C.C(O[BH-](OC(=O)C)OC(=O)C)(=O)C.[Na+].C([O-])(O)=O.[Na+]. Product: [Br:13][C:3]1[C:2]([NH:1][CH:17]2[CH2:18][CH2:19][O:14][CH2:15][CH2:16]2)=[CH:11][C:10]([Cl:12])=[CH:9][C:4]=1[C:5]([O:7][CH3:8])=[O:6]. The catalyst class is: 325. (6) Reactant: [C@H:1]1([NH:10][C:11]2[CH:20]=[CH:19][C:18]3[C:13](=[CH:14][CH:15]=[C:16]([NH:21][C:22]([NH:24][CH:25]4[CH2:30][CH2:29][NH:28][CH2:27][CH2:26]4)=[O:23])[CH:17]=3)[N:12]=2)[C:9]2[C:4](=[CH:5][CH:6]=[CH:7][CH:8]=2)[CH2:3][CH2:2]1.C(N(CC)CC)C.[CH3:38][S:39]([CH:42]=[CH2:43])(=[O:41])=[O:40].C(OCC)(=O)C. Product: [C@H:1]1([NH:10][C:11]2[CH:20]=[CH:19][C:18]3[C:13](=[CH:14][CH:15]=[C:16]([NH:21][C:22]([NH:24][CH:25]4[CH2:30][CH2:29][N:28]([CH2:43][CH2:42][S:39]([CH3:38])(=[O:41])=[O:40])[CH2:27][CH2:26]4)=[O:23])[CH:17]=3)[N:12]=2)[C:9]2[C:4](=[CH:5][CH:6]=[CH:7][CH:8]=2)[CH2:3][CH2:2]1. The catalyst class is: 7. (7) Reactant: CC1C=CC(S(O[CH2:12][C@@H:13]2[C@@H:18]([OH:19])[C@H:17]([OH:20])[C@@H:16]([OH:21])[C@H:15]([C:22]3[CH:27]=[CH:26][C:25]([Cl:28])=[C:24]([CH2:29][C:30]4[S:31][C:32]([C:35]5[O:36][CH:37]=[CH:38][CH:39]=5)=[CH:33][N:34]=4)[CH:23]=3)[O:14]2)(=O)=O)=CC=1.[I-:40].[Na+].O. Product: [Cl:28][C:25]1[CH:26]=[CH:27][C:22]([C@H:15]2[C@H:16]([OH:21])[C@@H:17]([OH:20])[C@H:18]([OH:19])[C@@H:13]([CH2:12][I:40])[O:14]2)=[CH:23][C:24]=1[CH2:29][C:30]1[S:31][C:32]([C:35]2[O:36][CH:37]=[CH:38][CH:39]=2)=[CH:33][N:34]=1. The catalyst class is: 131. (8) Product: [CH3:8][C:6]1[CH:7]=[C:2]([C:30]#[C:31][CH3:32])[CH:3]=[C:4]([CH3:29])[C:5]=1[CH:9]1[C:13](=[O:14])[CH:12]([CH2:15][CH:16]2[CH2:21][CH2:20][O:19][CH2:18][CH2:17]2)[CH2:11][C:10]1=[O:22]. Reactant: Br[C:2]1[CH:7]=[C:6]([CH3:8])[C:5]([C:9]2[C:13](=[O:14])[CH:12]([CH2:15][CH:16]3[CH2:21][CH2:20][O:19][CH2:18][CH2:17]3)[CH2:11][C:10]=2[O:22]C(=O)C(C)(C)C)=[C:4]([CH3:29])[CH:3]=1.[CH2:30]([Sn](CCCC)(CCCC)C#CC)[CH2:31][CH2:32]C. The catalyst class is: 11.